Dataset: Reaction yield outcomes from USPTO patents with 853,638 reactions. Task: Predict the reaction yield, written as a fraction of the theoretical maximum amount of product (1.0 means a 100% yield; for example, 0.34 means a 34% yield). (1) The reactants are Br[C:2]1[CH:7]=[CH:6][C:5]([N:8]([C:13]2[C:32]([CH:33]3[CH2:35][CH2:34]3)=[CH:31][C:16]3[C:17]([C:27]([NH:29][CH3:30])=[O:28])=[C:18]([C:20]4[CH:25]=[CH:24][C:23]([F:26])=[CH:22][CH:21]=4)[O:19][C:15]=3[CH:14]=2)[S:9]([CH3:12])(=[O:11])=[O:10])=[CH:4][C:3]=1[C:36]([F:39])([F:38])[F:37].C([O-])(=O)C.[K+].[B:45]1(B2OC(C)(C)C(C)(C)O2)[O:49]C(C)(C)C(C)(C)[O:46]1. The catalyst is O1CCOCC1.CCOC(C)=O.O.C1C=CC(P(C2C=CC=CC=2)[C-]2C=CC=C2)=CC=1.C1C=CC(P(C2C=CC=CC=2)[C-]2C=CC=C2)=CC=1.Cl[Pd]Cl.[Fe+2].C(Cl)Cl. The product is [CH:33]1([C:32]2[C:13]([N:8]([C:5]3[CH:6]=[CH:7][C:2]([B:45]([OH:49])[OH:46])=[C:3]([C:36]([F:37])([F:39])[F:38])[CH:4]=3)[S:9]([CH3:12])(=[O:10])=[O:11])=[CH:14][C:15]3[O:19][C:18]([C:20]4[CH:21]=[CH:22][C:23]([F:26])=[CH:24][CH:25]=4)=[C:17]([C:27](=[O:28])[NH:29][CH3:30])[C:16]=3[CH:31]=2)[CH2:34][CH2:35]1. The yield is 0.490. (2) The product is [Cl:28][CH2:29][CH2:30][CH2:31][C:12]1[O:11][C:10]([CH2:9][O:8][Si:1]([C:4]([CH3:7])([CH3:6])[CH3:5])([CH3:3])[CH3:2])=[CH:14][CH:13]=1. The catalyst is C1COCC1.CCCCCCC.CCOC(C)=O. The yield is 0.750. The reactants are [Si:1]([O:8][CH2:9][C:10]1[O:11][CH:12]=[CH:13][CH:14]=1)([C:4]([CH3:7])([CH3:6])[CH3:5])([CH3:3])[CH3:2].CN(CCN(C)C)C.[Li]CCCC.[Cl:28][CH2:29][CH2:30][CH2:31]I.